Dataset: Forward reaction prediction with 1.9M reactions from USPTO patents (1976-2016). Task: Predict the product of the given reaction. (1) Given the reactants CN(C)S([N:6]1[CH:10]=[C:9]([CH:11]([C:13]2[C:18]([F:19])=[CH:17][CH:16]=[CH:15][C:14]=2[CH2:20][CH3:21])O)[N:8]=[C:7]1[Si](C(C)(C)C)(C)C)(=O)=O.C([SiH](CC)CC)C.FC(F)(F)C(O)=O, predict the reaction product. The product is: [CH2:20]([C:14]1[CH:15]=[CH:16][CH:17]=[C:18]([F:19])[C:13]=1[CH2:11][C:9]1[N:8]=[CH:7][NH:6][CH:10]=1)[CH3:21]. (2) Given the reactants [F:1][C:2]1[CH:3]=[C:4]([CH:9]2[C:18]3[O:17][C:16](=O)[NH:15][C:14](=[O:20])[C:13]=3[CH2:12][O:11][CH2:10]2)[CH:5]=[C:6]([F:8])[CH:7]=1.[OH-].[NH4+:22], predict the reaction product. The product is: [N:22]#[N:15].[F:1][C:2]1[CH:3]=[C:4]([CH:9]2[C:18]3[NH:22][C:16](=[O:17])[NH:15][C:14](=[O:20])[C:13]=3[CH2:12][O:11][CH2:10]2)[CH:5]=[C:6]([F:8])[CH:7]=1. (3) Given the reactants FC1(F)CCN(C(C2NC3C(C=2)=CC(O[CH:20]2[CH2:25][CH2:24][N:23]([CH:26]([CH3:28])[CH3:27])[CH2:22][CH2:21]2)=CC=3)=O)CC1.[CH2:30]([O:32][C:33]([C:35]1[NH:36][C:37]2[C:42]([CH:43]=1)=[CH:41][C:40]([OH:44])=[C:39]([Br:45])[CH:38]=2)=[O:34])[CH3:31], predict the reaction product. The product is: [CH2:30]([O:32][C:33]([C:35]1[NH:36][C:37]2[C:42]([CH:43]=1)=[CH:41][C:40]([O:44][CH:20]1[CH2:25][CH2:24][N:23]([CH:26]([CH3:28])[CH3:27])[CH2:22][CH2:21]1)=[C:39]([Br:45])[CH:38]=2)=[O:34])[CH3:31].